From a dataset of TCR-epitope binding with 47,182 pairs between 192 epitopes and 23,139 TCRs. Binary Classification. Given a T-cell receptor sequence (or CDR3 region) and an epitope sequence, predict whether binding occurs between them. (1) The epitope is FLRGRAYGL. The TCR CDR3 sequence is CASSTGQGYEQYF. Result: 0 (the TCR does not bind to the epitope). (2) The epitope is LPRRSGAAGA. The TCR CDR3 sequence is CASSVDGSGVTYEQYF. Result: 1 (the TCR binds to the epitope). (3) The epitope is HSKKKCDEL. The TCR CDR3 sequence is CASSVIPGQGSYGYTF. Result: 0 (the TCR does not bind to the epitope). (4) The TCR CDR3 sequence is CASSQPGQGTYEQYF. The epitope is YLDAYNMMI. Result: 0 (the TCR does not bind to the epitope). (5) Result: 1 (the TCR binds to the epitope). The epitope is ALSKGVHFV. The TCR CDR3 sequence is CASSFHSGVPMGETQYF. (6) The epitope is ELAGIGILTV. The TCR CDR3 sequence is CASSLGQSETQYF. Result: 1 (the TCR binds to the epitope). (7) The epitope is SLFNTVATLY. The TCR CDR3 sequence is CASSRDSDQETQYF. Result: 0 (the TCR does not bind to the epitope).